Task: Predict the product of the given reaction.. Dataset: Forward reaction prediction with 1.9M reactions from USPTO patents (1976-2016) (1) The product is: [Br:26][C:4]1[C:3]([O:2][CH3:1])=[CH:20][C:7]2[CH2:8][CH2:9][C:10]3[C:14]([C:6]=2[CH:5]=1)=[N:13][NH:12][C:11]=3[C:15]([O:17][CH2:18][CH3:19])=[O:16]. Given the reactants [CH3:1][O:2][C:3]1[CH:4]=[CH:5][C:6]2[C:14]3[C:10](=[C:11]([C:15]([O:17][CH2:18][CH3:19])=[O:16])[NH:12][N:13]=3)[CH2:9][CH2:8][C:7]=2[CH:20]=1.C([O-])(=O)C.[Na+].[Br:26]Br, predict the reaction product. (2) Given the reactants [F:1][C:2]([F:22])([F:21])[C:3]1[CH:8]=[CH:7][C:6]([CH:9]([NH2:20])[C:10]2[CH:15]=[CH:14][C:13]([C:16]([F:19])([F:18])[F:17])=[CH:12][CH:11]=2)=[CH:5][CH:4]=1.[C:23](O)(=[O:34])[CH2:24][NH:25][C:26]([C:28]1[CH:33]=[CH:32][CH:31]=[CH:30][CH:29]=1)=[O:27], predict the reaction product. The product is: [F:1][C:2]([F:21])([F:22])[C:3]1[CH:8]=[CH:7][C:6]([CH:9]([NH:20][C:23]([CH2:24][NH:25][C:26](=[O:27])[C:28]2[CH:33]=[CH:32][CH:31]=[CH:30][CH:29]=2)=[O:34])[C:10]2[CH:15]=[CH:14][C:13]([C:16]([F:17])([F:18])[F:19])=[CH:12][CH:11]=2)=[CH:5][CH:4]=1. (3) Given the reactants [OH-].[Na+].[Cl:3][C:4]1[N:9]=[C:8]([N:10]2[CH2:15][CH2:14][O:13][CH2:12][CH2:11]2)[CH:7]=[C:6]([CH2:16][S:17]([CH3:20])(=[O:19])=[O:18])[N:5]=1.Br[CH2:22][CH2:23][O:24][CH2:25][CH2:26]Br, predict the reaction product. The product is: [Cl:3][C:4]1[N:9]=[C:8]([N:10]2[CH2:15][CH2:14][O:13][CH2:12][CH2:11]2)[CH:7]=[C:6]([C:16]2([S:17]([CH3:20])(=[O:19])=[O:18])[CH2:26][CH2:25][O:24][CH2:23][CH2:22]2)[N:5]=1.